From a dataset of Full USPTO retrosynthesis dataset with 1.9M reactions from patents (1976-2016). Predict the reactants needed to synthesize the given product. (1) The reactants are: [N:1]1[CH:6]=[CH:5][CH:4]=[CH:3][C:2]=1[C:7]([C:9]1[S:13][C:12]([NH2:14])=[N:11][C:10]=1[C:15]1[O:16][CH:17]=[CH:18][CH:19]=1)=[O:8].[C:20]([N:27]1[CH:31]=[CH:30]N=[CH:28]1)(N1C=CN=C1)=[O:21].N1CC[O:35][CH2:34]C1.O. Given the product [O:16]1[CH:17]=[CH:18][CH:19]=[C:15]1[C:10]1[N:11]=[C:12]([NH:14][C:20]([N:27]2[CH2:31][CH2:30][O:35][CH2:34][CH2:28]2)=[O:21])[S:13][C:9]=1[C:7]([C:2]1[CH:3]=[CH:4][CH:5]=[CH:6][N:1]=1)=[O:8], predict the reactants needed to synthesize it. (2) Given the product [CH2:34]([N:38]1[C:46]2[N:45]=[C:44]([Cl:47])[NH:43][C:42]=2[C:41](=[O:48])[N:40]([CH2:49][CH2:50][CH2:51][C:52]2[N:53]=[C:9]([CH2:8][C:4]3[CH:5]=[CH:6][CH:7]=[C:2]([Cl:1])[CH:3]=3)[O:11][N:55]=2)[C:39]1=[O:57])[CH2:35][CH2:36][CH3:37], predict the reactants needed to synthesize it. The reactants are: [Cl:1][C:2]1[CH:3]=[C:4]([CH2:8][C:9]([OH:11])=O)[CH:5]=[CH:6][CH:7]=1.Cl.CN(C)CCCN=C=NCC.N1(O)C2C=CC=CC=2N=N1.[CH2:34]([N:38]1[C:46]2[N:45]=[C:44]([Cl:47])[NH:43][C:42]=2[C:41](=[O:48])[N:40]([CH2:49][CH2:50][CH2:51]/[C:52](=[N:55]/[H])/[NH:53]O)[C:39]1=[O:57])[CH2:35][CH2:36][CH3:37].